Predict the product of the given reaction. From a dataset of Forward reaction prediction with 1.9M reactions from USPTO patents (1976-2016). (1) Given the reactants S(=O)(=O)(O)O.[NH2:6][CH2:7][C:8]#[N:9].C(N(CC)CC)C.[N:17]1[CH:22]=[CH:21][CH:20]=[C:19]([C:23](SC)=[S:24])[CH:18]=1, predict the reaction product. The product is: [N:17]1[CH:22]=[CH:21][CH:20]=[C:19]([C:23]2[S:24][C:7]([NH2:6])=[CH:8][N:9]=2)[CH:18]=1. (2) Given the reactants O=[C:2]([CH:8]1[C:12](=O)[CH2:11][O:10][CH2:9]1)[C:3]([O:5][CH2:6][CH3:7])=[O:4].Cl.[Br:15][C:16]1[CH:17]=[C:18]([NH:22][NH2:23])[CH:19]=[CH:20][CH:21]=1, predict the reaction product. The product is: [Br:15][C:16]1[CH:17]=[C:18]([N:22]2[CH:12]3[CH2:11][O:10][CH2:9][CH:8]3[C:2]([C:3]([O:5][CH2:6][CH3:7])=[O:4])=[N:23]2)[CH:19]=[CH:20][CH:21]=1. (3) The product is: [CH3:1][C:2]([C:5]1[CH:6]=[CH:7][C:8]([C:11]2[C:19]3[C:14](=[CH:15][CH:16]=[CH:17][CH:18]=3)[N:13]([CH2:20][C:21]3[CH:22]=[C:23]([C:27]4[CH:32]=[CH:31][C:30]([S:40]([CH3:44])(=[O:42])=[O:39])=[CH:29][CH:28]=4)[CH:24]=[CH:25][CH:26]=3)[C:12]=2[C:35]([OH:37])=[O:36])=[CH:9][CH:10]=1)([CH3:3])[CH3:4]. Given the reactants [CH3:1][C:2]([C:5]1[CH:10]=[CH:9][C:8]([C:11]2[C:19]3[C:14](=[CH:15][CH:16]=[CH:17][CH:18]=3)[N:13]([CH2:20][C:21]3[CH:22]=[C:23]([C:27]4[CH:32]=[CH:31][C:30](SC)=[CH:29][CH:28]=4)[CH:24]=[CH:25][CH:26]=3)[C:12]=2[C:35]([OH:37])=[O:36])=[CH:7][CH:6]=1)([CH3:4])[CH3:3].O[O:39][S:40]([O-:42])=O.[K+].[CH3:44]C(C)=O, predict the reaction product. (4) Given the reactants [CH2:1]([N:3]1[CH:7]=[CH:6][N:5]=[CH:4]1)[CH3:2].[CH2:8](N1C=CN=C1)[CH2:9][CH2:10][CH2:11][CH2:12][CH2:13][CH2:14][CH2:15][CH2:16][CH2:17][CH2:18][CH3:19].P(OC)(OC)(OC)=O.[P:33]([O:41]CC)([O:38][CH2:39][CH3:40])([O:35][CH2:36][CH3:37])=[O:34].C(OCCCC)CCC, predict the reaction product. The product is: [CH2:36]([O:35][P:33]([O-:41])([O:38][CH2:39][CH3:40])=[O:34])[CH3:37].[CH2:1]([N+:3]1[CH:7]=[CH:6][N:5]([CH2:19][CH2:18][CH2:17][CH2:16][CH2:15][CH2:14][CH2:13][CH2:12][CH2:11][CH2:10][CH2:9][CH3:8])[CH:4]=1)[CH3:2]. (5) Given the reactants [Br:1][C:2]1[C:10]2[C:5](=[N:6][CH:7]=[CH:8][C:9]=2[CH2:11][C:12]2[CH:17]=[CH:16][C:15]([NH:18][C:19](=[O:24])[C:20]([F:23])([F:22])[F:21])=[CH:14][C:13]=2[F:25])[NH:4][CH:3]=1.C([Li])CCC.[C:31]1([CH3:41])[CH:36]=[CH:35][C:34]([S:37](Cl)(=[O:39])=[O:38])=[CH:33][CH:32]=1.C(=O)(O)[O-].[Na+], predict the reaction product. The product is: [Br:1][C:2]1[C:10]2[C:5](=[N:6][CH:7]=[CH:8][C:9]=2[CH2:11][C:12]2[CH:17]=[CH:16][C:15]([NH:18][C:19](=[O:24])[C:20]([F:23])([F:21])[F:22])=[CH:14][C:13]=2[F:25])[N:4]([S:37]([C:34]2[CH:35]=[CH:36][C:31]([CH3:41])=[CH:32][CH:33]=2)(=[O:39])=[O:38])[CH:3]=1. (6) Given the reactants [CH:1]([O:4][C:5]([N:7]1[CH2:13][CH2:12][CH2:11][CH:10]([N:14](C(=O)C)[CH2:15][C:16]2[CH:21]=[C:20]([C:22]([F:25])([F:24])[F:23])[CH:19]=[C:18]([C:26]([F:29])([F:28])[F:27])[CH:17]=2)[C:9]2[CH:33]=[CH:34][CH:35]=[CH:36][C:8]1=2)=[O:6])([CH3:3])[CH3:2].[CH3:37][S:38](Cl)(=[O:40])=[O:39], predict the reaction product. The product is: [CH:1]([O:4][C:5]([N:7]1[CH2:13][CH2:12][CH2:11][CH:10]([N:14]([CH2:15][C:16]2[CH:21]=[C:20]([C:22]([F:25])([F:24])[F:23])[CH:19]=[C:18]([C:26]([F:29])([F:28])[F:27])[CH:17]=2)[S:38]([CH3:37])(=[O:40])=[O:39])[C:9]2[CH:33]=[CH:34][CH:35]=[CH:36][C:8]1=2)=[O:6])([CH3:3])[CH3:2]. (7) Given the reactants C([N:3]([C:31](=O)[C:32]1[CH:37]=[CH:36][C:35](O)=[CH:34]C=1)[C:4]1[CH:9]=[C:8]([O:10][CH3:11])[C:7]([O:12][CH3:13])=[CH:6][C:5]=1[CH:14]1[CH2:23][CH2:22][C:21]2[CH:20]=[C:19]([O:24]C(=O)C(C)(C)C)[CH:18]=[CH:17][C:16]=2[CH2:15]1)C.[C:40]([N:44]([CH3:49])[C:45](=O)[CH2:46]Cl)([CH3:43])([CH3:42])[CH3:41], predict the reaction product. The product is: [C:40]([N:44]([CH3:49])[CH2:45][CH2:46][O:10][C:8]1[CH:7]=[CH:6][C:36]([CH2:37][CH2:32][CH2:31][NH:3][C:4]2[CH:9]=[C:8]([O:10][CH3:11])[C:7]([O:12][CH3:13])=[CH:6][C:5]=2[CH:14]2[CH2:23][CH2:22][C:21]3[CH:20]=[C:19]([OH:24])[CH:18]=[CH:17][C:16]=3[CH2:15]2)=[CH:35][CH:34]=1)([CH3:43])([CH3:42])[CH3:41].